From a dataset of Forward reaction prediction with 1.9M reactions from USPTO patents (1976-2016). Predict the product of the given reaction. (1) The product is: [OH:24][C:17]1[CH:18]=[C:19]([O:22][CH3:23])[CH:20]=[CH:21][C:16]=1[C:14]1[N:15]=[C:11]([CH2:10][CH2:9][CH2:8][CH2:7][C:6]([OH:25])=[O:5])[S:12][CH:13]=1. Given the reactants O[Li].O.C[O:5][C:6](=[O:25])[CH2:7][CH2:8][CH2:9][CH2:10][C:11]1[S:12][CH:13]=[C:14]([C:16]2[CH:21]=[CH:20][C:19]([O:22][CH3:23])=[CH:18][C:17]=2[OH:24])[N:15]=1.Cl, predict the reaction product. (2) Given the reactants [N+:1]([C:4]1[CH:9]=[CH:8][C:7]([N:10]2[CH2:15][CH2:14][NH:13][CH2:12][CH2:11]2)=[CH:6][CH:5]=1)([O-:3])=[O:2].[C:16]([OH:19])(=O)[CH3:17].O.C([BH3-])#N.[Na+].[CH2:25]1[CH2:29]OC[CH2:26]1, predict the reaction product. The product is: [O:19]1[CH:29]=[CH:25][CH:26]=[C:16]1[CH2:17][N:13]1[CH2:14][CH2:15][N:10]([C:7]2[CH:6]=[CH:5][C:4]([N+:1]([O-:3])=[O:2])=[CH:9][CH:8]=2)[CH2:11][CH2:12]1.